Task: Predict which catalyst facilitates the given reaction.. Dataset: Catalyst prediction with 721,799 reactions and 888 catalyst types from USPTO (1) Reactant: [CH3:1][C:2]1[C:7]([C:8]2[CH:9]=[C:10]([CH2:14]O)[CH:11]=[CH:12][CH:13]=2)=[C:6]([CH3:16])[CH:5]=[C:4]([O:17][CH2:18][CH2:19][CH2:20][S:21]([CH3:24])(=[O:23])=[O:22])[N:3]=1.C(Br)(Br)(Br)[Br:26].C1(P(C2C=CC=CC=2)C2C=CC=CC=2)C=CC=CC=1. Product: [Br:26][CH2:14][C:10]1[CH:9]=[C:8]([C:7]2[C:2]([CH3:1])=[N:3][C:4]([O:17][CH2:18][CH2:19][CH2:20][S:21]([CH3:24])(=[O:23])=[O:22])=[CH:5][C:6]=2[CH3:16])[CH:13]=[CH:12][CH:11]=1. The catalyst class is: 2. (2) The catalyst class is: 11. Reactant: [OH:1][C:2]1[C:7]([O:8][CH3:9])=[CH:6][C:5]([CH3:10])=[CH:4][C:3]=1[C:11]1[C:20]2[C:15](=[CH:16][CH:17]=[CH:18][CH:19]=2)[CH:14]=[CH:13][C:12]=1[OH:21].C(N(CC)CC)C.Cl[P:30](Cl)[O:31][CH:32]1[CH:37]([CH:38]([CH3:40])[CH3:39])[CH2:36][CH2:35][CH:34]([CH3:41])[CH2:33]1. Product: [CH:38]([CH:37]1[CH2:36][CH2:35][CH:34]([CH3:41])[CH2:33][CH:32]1[O:31][P:30]1[O:1][C:2]2[C:7]([O:8][CH3:9])=[CH:6][C:5]([CH3:10])=[CH:4][C:3]=2[C:11]2[C:20]3[C:15]([CH:14]=[CH:13][C:12]=2[O:21]1)=[CH:16][CH:17]=[CH:18][CH:19]=3)([CH3:40])[CH3:39]. (3) Reactant: C[O:2][C:3]1[CH:8]=[CH:7][CH:6]=[CH:5][C:4]=1[CH2:9][C:10]([NH:12][C:13]1[CH:18]=[CH:17][C:16]([N:19]2[C:25](=[O:26])[CH2:24][C:23](=[O:27])[NH:22][C:21]3[C:28]4[C:33]([CH:34]=[CH:35][C:20]2=3)=[CH:32][CH:31]=[CH:30][CH:29]=4)=[CH:15][CH:14]=1)=[O:11].B(Br)(Br)Br. Product: [OH:2][C:3]1[CH:8]=[CH:7][CH:6]=[CH:5][C:4]=1[CH2:9][C:10]([NH:12][C:13]1[CH:14]=[CH:15][C:16]([N:19]2[C:25](=[O:26])[CH2:24][C:23](=[O:27])[NH:22][C:21]3[C:28]4[C:33]([CH:34]=[CH:35][C:20]2=3)=[CH:32][CH:31]=[CH:30][CH:29]=4)=[CH:17][CH:18]=1)=[O:11]. The catalyst class is: 4. (4) Reactant: [NH:1]1[C:9]2[C:4](=[CH:5][CH:6]=[CH:7][CH:8]=2)[CH:3]=[CH:2]1.[OH-].[K+].Br[CH2:13][CH2:14][OH:15]. Product: [OH:15][CH2:14][CH2:13][N:1]1[C:9]2[C:4](=[CH:5][CH:6]=[CH:7][CH:8]=2)[CH:3]=[CH:2]1. The catalyst class is: 16. (5) Reactant: [O:1]1[CH2:6][CH2:5][NH:4][S:3](=[O:8])(=[O:7])[CH2:2]1.Br[C:10]1[CH:22]=[CH:21][C:13]([C:14]([O:16][C:17]([CH3:20])([CH3:19])[CH3:18])=[O:15])=[C:12]([Cl:23])[CH:11]=1.CC1(C)C2C(=C(P(C3C=CC=CC=3)C3C=CC=CC=3)C=CC=2)OC2C(P(C3C=CC=CC=3)C3C=CC=CC=3)=CC=CC1=2.C(=O)([O-])[O-].[Cs+].[Cs+]. Product: [Cl:23][C:12]1[CH:11]=[C:10]([N:4]2[CH2:5][CH2:6][O:1][CH2:2][S:3]2(=[O:8])=[O:7])[CH:22]=[CH:21][C:13]=1[C:14]([O:16][C:17]([CH3:20])([CH3:19])[CH3:18])=[O:15]. The catalyst class is: 160. (6) Reactant: C(OC([N:8]1[CH2:13][CH2:12][CH:11]([CH2:14][CH2:15][O:16][C:17]2[C:22]([C:23](=[O:32])[NH:24][CH2:25][C:26]3[CH:31]=[CH:30][CH:29]=[CH:28][CH:27]=3)=[C:21]([NH:33][CH2:34][CH:35]3[CH2:42][CH2:41][C:38]4([CH2:40][CH2:39]4)[CH2:37][CH2:36]3)[N:20]=[C:19]([C:43]#[N:44])[N:18]=2)[CH2:10][CH2:9]1)=O)(C)(C)C.C(O)(C(F)(F)F)=O. Product: [CH2:25]([NH:24][C:23]([C:22]1[C:17]([O:16][CH2:15][CH2:14][CH:11]2[CH2:12][CH2:13][NH:8][CH2:9][CH2:10]2)=[N:18][C:19]([C:43]#[N:44])=[N:20][C:21]=1[NH:33][CH2:34][CH:35]1[CH2:36][CH2:37][C:38]2([CH2:39][CH2:40]2)[CH2:41][CH2:42]1)=[O:32])[C:26]1[CH:31]=[CH:30][CH:29]=[CH:28][CH:27]=1. The catalyst class is: 2. (7) Reactant: [S:1]([O-:4])([O-:3])=[O:2].[Na+:5].[Na+].[C:7]([O-:10])([O-:9])=[O:8].[C:11]([O-:14])([O-:13])=[O:12].[OH:15][OH:16].OO.OO.[Na+].[Na+].[Na+].[Na+].OO. Product: [S:1]([O-:4])([O-:3])=[O:2].[Na+:5].[Na+:5].[C:7]([O-:10])([O-:9])=[O:8].[C:11]([O-:14])([O-:13])=[O:12].[OH:15][OH:16].[OH:15][OH:16].[OH:15][OH:16].[Na+:5].[Na+:5].[Na+:5].[Na+:5]. The catalyst class is: 6.